This data is from NCI-60 drug combinations with 297,098 pairs across 59 cell lines. The task is: Regression. Given two drug SMILES strings and cell line genomic features, predict the synergy score measuring deviation from expected non-interaction effect. (1) Drug 1: COC1=C(C=C2C(=C1)N=CN=C2NC3=CC(=C(C=C3)F)Cl)OCCCN4CCOCC4. Drug 2: CCN(CC)CCNC(=O)C1=C(NC(=C1C)C=C2C3=C(C=CC(=C3)F)NC2=O)C. Cell line: MDA-MB-231. Synergy scores: CSS=12.2, Synergy_ZIP=0.0297, Synergy_Bliss=0.587, Synergy_Loewe=-1.82, Synergy_HSA=-1.88. (2) Drug 1: CC1OCC2C(O1)C(C(C(O2)OC3C4COC(=O)C4C(C5=CC6=C(C=C35)OCO6)C7=CC(=C(C(=C7)OC)O)OC)O)O. Drug 2: CC1C(C(CC(O1)OC2CC(CC3=C2C(=C4C(=C3O)C(=O)C5=CC=CC=C5C4=O)O)(C(=O)C)O)N)O. Cell line: MDA-MB-231. Synergy scores: CSS=47.4, Synergy_ZIP=-3.57, Synergy_Bliss=-2.76, Synergy_Loewe=0.969, Synergy_HSA=1.50. (3) Cell line: SW-620. Synergy scores: CSS=5.65, Synergy_ZIP=-0.752, Synergy_Bliss=3.50, Synergy_Loewe=0.902, Synergy_HSA=2.46. Drug 1: CCCCCOC(=O)NC1=NC(=O)N(C=C1F)C2C(C(C(O2)C)O)O. Drug 2: CC1CCC2CC(C(=CC=CC=CC(CC(C(=O)C(C(C(=CC(C(=O)CC(OC(=O)C3CCCCN3C(=O)C(=O)C1(O2)O)C(C)CC4CCC(C(C4)OC)O)C)C)O)OC)C)C)C)OC. (4) Drug 1: C1=CC(=CC=C1CCCC(=O)O)N(CCCl)CCCl. Drug 2: COCCOC1=C(C=C2C(=C1)C(=NC=N2)NC3=CC=CC(=C3)C#C)OCCOC.Cl. Cell line: A549. Synergy scores: CSS=33.6, Synergy_ZIP=1.32, Synergy_Bliss=2.78, Synergy_Loewe=4.49, Synergy_HSA=5.44. (5) Drug 1: C1=NC2=C(N=C(N=C2N1C3C(C(C(O3)CO)O)O)F)N. Drug 2: C1=CN(C=N1)CC(O)(P(=O)(O)O)P(=O)(O)O. Cell line: IGROV1. Synergy scores: CSS=2.24, Synergy_ZIP=-1.21, Synergy_Bliss=-0.340, Synergy_Loewe=-1.10, Synergy_HSA=-0.809. (6) Drug 1: COC1=C(C=C2C(=C1)N=CN=C2NC3=CC(=C(C=C3)F)Cl)OCCCN4CCOCC4. Drug 2: CCC1(C2=C(COC1=O)C(=O)N3CC4=CC5=C(C=CC(=C5CN(C)C)O)N=C4C3=C2)O.Cl. Cell line: A498. Synergy scores: CSS=37.8, Synergy_ZIP=-9.77, Synergy_Bliss=0.827, Synergy_Loewe=4.72, Synergy_HSA=5.30.